Dataset: Reaction yield outcomes from USPTO patents with 853,638 reactions. Task: Predict the reaction yield, written as a fraction of the theoretical maximum amount of product (1.0 means a 100% yield; for example, 0.34 means a 34% yield). The reactants are [CH3:1][C:2]1[CH:3]=[C:4]([C:15]2[CH:16]=[C:17]3[C:22](=[CH:23][C:24]=2[C:25]([F:28])([F:27])[F:26])[NH:21][C:20](=[O:29])[N:19]([NH:30][S:31]([CH3:34])(=[O:33])=[O:32])[C:18]3=[O:35])[N:5](CCOC[Si](C)(C)C)[N:6]=1.Cl.CCO. The catalyst is O1CCOCC1. The product is [CH3:1][C:2]1[CH:3]=[C:4]([C:15]2[CH:16]=[C:17]3[C:22](=[CH:23][C:24]=2[C:25]([F:27])([F:28])[F:26])[NH:21][C:20](=[O:29])[N:19]([NH:30][S:31]([CH3:34])(=[O:33])=[O:32])[C:18]3=[O:35])[NH:5][N:6]=1. The yield is 0.560.